From a dataset of Full USPTO retrosynthesis dataset with 1.9M reactions from patents (1976-2016). Predict the reactants needed to synthesize the given product. (1) Given the product [F:26][C:25]([F:28])([F:27])[C:23]([OH:29])=[O:24].[F:26][C:25]([F:28])([F:27])[C:23]([OH:29])=[O:24].[N+:1]([C:4]1[CH:5]=[CH:6][C:7]([O:10][C@H:11]2[CH2:15][CH2:14][NH:13][CH2:12]2)=[N:8][CH:9]=1)([O-:3])=[O:2], predict the reactants needed to synthesize it. The reactants are: [N+:1]([C:4]1[CH:5]=[CH:6][C:7]([O:10][C@H:11]2[CH2:15][CH2:14][N:13](C(OC(C)(C)C)=O)[CH2:12]2)=[N:8][CH:9]=1)([O-:3])=[O:2].[C:23]([OH:29])([C:25]([F:28])([F:27])[F:26])=[O:24]. (2) Given the product [C:15]([N:12]1[CH2:13][CH2:14][CH:9]([NH:8][C:5]2[N:4]=[C:3]([C:22]3[N:26]([CH:27]4[CH2:32][CH2:31][O:30][CH2:29][CH2:28]4)[C:25]([CH3:33])=[N:24][CH:23]=3)[C:2]([F:1])=[CH:7][N:6]=2)[CH2:10][CH2:11]1)(=[O:16])[C:35]1[CH:40]=[CH:39][CH:38]=[CH:37][CH:36]=1, predict the reactants needed to synthesize it. The reactants are: [F:1][C:2]1[C:3]([C:22]2[N:26]([CH:27]3[CH2:32][CH2:31][O:30][CH2:29][CH2:28]3)[C:25]([CH3:33])=[N:24][CH:23]=2)=[N:4][C:5]([NH:8][CH:9]2[CH2:14][CH2:13][N:12]([C:15](OC(C)(C)C)=[O:16])[CH2:11][CH2:10]2)=[N:6][CH:7]=1.C(Cl)(=O)[C:35]1[CH:40]=[CH:39][CH:38]=[CH:37][CH:36]=1. (3) Given the product [C:17]([O:5][C:4](=[O:6])[C:3]1[CH:7]=[CH:8][C:9]([F:11])=[CH:10][C:2]=1[Br:1])([CH3:20])([CH3:19])[CH3:18], predict the reactants needed to synthesize it. The reactants are: [Br:1][C:2]1[CH:10]=[C:9]([F:11])[CH:8]=[CH:7][C:3]=1[C:4]([OH:6])=[O:5].CN(C=O)C.[C:17](O)([CH3:20])([CH3:19])[CH3:18].N1C=CC=CC=1. (4) Given the product [C:43]([O:42][C:40]([NH:39][C@H:35]([C:36]([N:19]1[CH2:20][CH2:21][CH2:22][CH:17]([CH2:16][O:15][C:12]2[CH:13]=[CH:14][C:9]([C:5]3[CH:6]=[C:7]([F:8])[C:2]([F:1])=[CH:3][C:4]=3[O:23][CH3:24])=[CH:10][CH:11]=2)[CH2:18]1)=[O:37])[CH2:34][C:33]([OH:47])=[O:32])=[O:41])([CH3:45])([CH3:46])[CH3:44], predict the reactants needed to synthesize it. The reactants are: [F:1][C:2]1[C:7]([F:8])=[CH:6][C:5]([C:9]2[CH:14]=[CH:13][C:12]([O:15][CH2:16][CH:17]3[CH2:22][CH2:21][CH2:20][NH:19][CH2:18]3)=[CH:11][CH:10]=2)=[C:4]([O:23][CH3:24])[CH:3]=1.C([O:32][C:33](=[O:47])[CH2:34][C@H:35]([NH:39][C:40]([O:42][C:43]([CH3:46])([CH3:45])[CH3:44])=[O:41])[C:36](O)=[O:37])C1C=CC=CC=1. (5) The reactants are: C(=O)([O-])[O-].[K+].[K+].F[C:8]1[CH:15]=[CH:14][C:11]([C:12]#[N:13])=[C:10]([C:16]([F:19])([F:18])[F:17])[CH:9]=1.[NH2:20][C@H:21]1[CH2:26][CH2:25][C@H:24]([OH:27])[CH2:23][CH2:22]1. Given the product [OH:27][C@H:24]1[CH2:25][CH2:26][C@H:21]([NH:20][C:8]2[CH:15]=[CH:14][C:11]([C:12]#[N:13])=[C:10]([C:16]([F:19])([F:18])[F:17])[CH:9]=2)[CH2:22][CH2:23]1, predict the reactants needed to synthesize it. (6) Given the product [CH3:19][O:18][C:13]1([CH2:15][O:16][CH3:17])[CH2:12][CH2:11][C:10]2[C:3]3[C:2]([NH:30][C:22]4[CH:23]=[C:24]5[C:28](=[CH:29][C:21]=4[CH3:20])[NH:27][N:26]=[CH:25]5)=[N:7][CH:6]=[N:5][C:4]=3[S:8][C:9]=2[CH2:14]1, predict the reactants needed to synthesize it. The reactants are: Cl[C:2]1[C:3]2[C:10]3[CH2:11][CH2:12][C:13]([O:18][CH3:19])([CH2:15][O:16][CH3:17])[CH2:14][C:9]=3[S:8][C:4]=2[N:5]=[CH:6][N:7]=1.[CH3:20][C:21]1[CH:29]=[C:28]2[C:24]([CH:25]=[N:26][NH:27]2)=[CH:23][C:22]=1[NH2:30]. (7) Given the product [C:1]([O:5][C:6]([N:8]([CH3:33])[CH2:9][CH2:10][CH2:11][CH:12]([CH2:17][C:18]1[N:19]=[CH:20][N:21]2[C:30]3[C:25](=[CH:26][CH:27]=[CH:28][CH:29]=3)[CH2:24][CH2:23][C:22]=12)[C:13]([O:15][CH3:16])=[O:14])=[O:7])([CH3:4])([CH3:2])[CH3:3], predict the reactants needed to synthesize it. The reactants are: [C:1]([O:5][C:6]([NH:8][CH2:9][CH2:10][CH2:11][CH:12]([CH2:17][C:18]1[N:19]=[CH:20][N:21]2[C:30]3[C:25](=[CH:26][CH:27]=[CH:28][CH:29]=3)[CH2:24][CH2:23][C:22]=12)[C:13]([O:15][CH3:16])=[O:14])=[O:7])([CH3:4])([CH3:3])[CH3:2].[H-].[Na+].[CH3:33]I.O. (8) Given the product [O:28]1[CH2:34][CH:33]([CH2:35][NH:36][C:18]([C:16]2[CH:15]=[C:14]([CH3:21])[N:13]3[C:9]([CH2:8][CH:5]4[CH2:6][CH2:7][C:2]([F:26])([F:1])[CH2:3][CH2:4]4)=[C:10]([C:22]([F:24])([F:23])[F:25])[N:11]=[C:12]3[CH:17]=2)=[O:20])[CH2:32][O:31][CH2:30][CH2:29]1, predict the reactants needed to synthesize it. The reactants are: [F:1][C:2]1([F:26])[CH2:7][CH2:6][CH:5]([CH2:8][C:9]2[N:13]3[C:14]([CH3:21])=[CH:15][C:16]([C:18]([OH:20])=O)=[CH:17][C:12]3=[N:11][C:10]=2[C:22]([F:25])([F:24])[F:23])[CH2:4][CH2:3]1.Cl.[O:28]1[CH2:34][CH:33]([CH2:35][NH2:36])[CH2:32][O:31][CH2:30][CH2:29]1. (9) Given the product [CH3:15][C:16]1[CH:17]=[C:18]2[C:22](=[CH:23][CH:24]=1)[NH:21][CH:20]=[C:19]2[C:25]1[C:26](=[O:27])[NH:14][C:12](=[O:13])[C:11]=1[C:9]1[CH:8]=[CH:7][CH:6]=[C:5]2[C:10]=1[N:2]([CH3:1])[CH:3]=[CH:4]2, predict the reactants needed to synthesize it. The reactants are: [CH3:1][N:2]1[C:10]2[C:5](=[CH:6][CH:7]=[CH:8][C:9]=2[CH2:11][C:12]([NH2:14])=[O:13])[CH:4]=[CH:3]1.[CH3:15][C:16]1[CH:17]=[C:18]2[C:22](=[CH:23][CH:24]=1)[NH:21][CH:20]=[C:19]2[C:25](=O)[C:26](OC)=[O:27].CC(C)([O-])C.[K+].C1COCC1. (10) Given the product [OH:33][C@H:32]([C:31]1[C:23]([CH3:22])=[C:24]2[C:28](=[CH:29][CH:30]=1)[C:27](=[O:35])[O:26][CH2:25]2)[CH2:34][N:19]1[CH2:20][CH2:21][C:14]2([CH2:13][N:12]([C:4]3[CH:5]=[N:6][C:7]([S:8]([CH3:11])(=[O:10])=[O:9])=[C:2]([CH3:1])[CH:3]=3)[CH2:16][CH2:15]2)[CH2:17][CH2:18]1, predict the reactants needed to synthesize it. The reactants are: [CH3:1][C:2]1[CH:3]=[C:4]([N:12]2[CH2:16][CH2:15][C:14]3([CH2:21][CH2:20][NH:19][CH2:18][CH2:17]3)[CH2:13]2)[CH:5]=[N:6][C:7]=1[S:8]([CH3:11])(=[O:10])=[O:9].[CH3:22][C:23]1[C:31]([C@@H:32]2[CH2:34][O:33]2)=[CH:30][CH:29]=[C:28]2[C:24]=1[CH2:25][O:26][C:27]2=[O:35].